Dataset: Human Reference Interactome with 51,813 positive PPI pairs across 8,248 proteins, plus equal number of experimentally-validated negative pairs. Task: Binary Classification. Given two protein amino acid sequences, predict whether they physically interact or not. (1) Protein 1 (ENSG00000144677) has sequence MDGPAIITQVTNPKEDEGRLPGAGEKASQCNVSLKKQRSRSILSSFFCCFRDYNVEAPPPSSPSVLPPLVEENGGLQKGDQRQVIPIPSPPAKYLLPEVTVLDYGKKCVVIDLDETLVHSSFKPISNADFIVPVEIDGTIHQVYVLKRPHVDEFLQRMGQLFECVLFTASLAKYADPVADLLDRWGVFRARLFRESCVFHRGNYVKDLSRLGRELSKVIIVDNSPASYIFHPENAVPVQSWFDDMTDTELLDLIPFFEGLSREDDVYSMLHRLCNR*XKYLLPEVTVLDYGKKCVVIDLD.... Protein 2 (ENSG00000126860) has sequence MLLRSWFGNKDFQALPILARLPSMPTDMEHTGHYLHLAFLMTTVFSLSPGTKANYTRLWANSTSSWDSVIQNKTGRNQNENINTNPITPEVDYKGNSTNMPETSHIVALTSKSEQELYIPSVVSNSPSTVQSIENTSKSHGEIFKKDVCAENNNNMAMLICLIIIAVLFLICTFLFLSTVVLANKVSSLRRSKQVGKRQPRSNGDFLASGLWPAESDTWKRTKQLTGPNLVMQSTGVLTATRERKDEEGTEKLTNKQIG*MPTDMEHTGHYLHLAFLMTTVFSLSPGTKANYTRLWANST.... Result: 0 (the proteins do not interact). (2) Protein 1 (ENSG00000124562) has sequence MPKFYCDYCDTYLTHDSPSVRKTHCSGRKHKENVKDYYQKWMEEQAQSLIDKTTAAFQQGKIPPTPFSAPPPAGAMIPPPPSLPGPPRPGMMPAPHMGGPPMMPMMGPPPPGMMPVGPAPGMRPPMGGHMPMMPGPPMMRPPARPMMVPTRPGMTRPDR*MEEQAQSLIDKTTAAFQQGKIPPTPFSAPPPAGAMIPPPPSLPGPPRPGMMPAPHMGGPPMMPMMGPPPPGMMPVGPAPGMRPPMGGHMPMMPGPPMMRPPARPMMVPTRPGMTRPDR*MNSASVDGHLSGCRLFLFLSP.... Protein 2 (ENSG00000183386) has sequence MSESFDCAKCNESLYGRKYIQTDSGPYCVPCYDNTFANTCAECQQLIGHDSRELFYEDRHFHEGCFRCCRCQRSLADEPFTCQDSELLCNDCYCSAFSSQCSACGETVMPGSRKLEYGGQTWHEHCFLCSGCEQPLGSRSFVPDKGAHYCVPCYENKFAPRCARCSKTLTQGGVTYRDQPWHRECLVCTGCQTPLAGQQFTSRDEDPYCVACFGELFAPKCSSCKRPIVGLGGGKYVSFEDRHWHHNCFSCARCSTSLVGQGFVPDGDQVLCQGCSQAGP*. Result: 1 (the proteins interact). (3) Protein 1 (ENSG00000269586) has sequence MTDKTEKVAVDPETVFKRPRECDSPSYQKRQRMALLARKQGAGDSLIAGSAMSKEKKLMTGHAIPPSQLDSQIDDFTGFSKDGMMQKPGSNAPVGGNVTSNFSGDDLECRGIASSPKSQQEINADIKCQVVKEIRCLGRKYEKIFEMLEGVQGPTAVRKRFFESIIKEAARCMRRDFVKHLKKKLKRMI*. Protein 2 (ENSG00000100336) has sequence MGSWVQLITSVGTSGLFLGVRVREEGAGMRCSKTIQAGQWLDSSKGPLGPSPPPVPTAGYSSSFCVHYVNLLPGVLVLSVTSQYPHLSMALCQLAAHDWPRLSCVCV*MGSWVQLITSVGVQQNHPGWTVAGQFQEKKRFTEEVIEYFQKKVSPVHLKILLTSDEAWKRFVRVAELPREEADALYEALKNLTPYVAIEDKDMQQKEQQFREWFLKEFPQIRWKIQESIERLRVIANEIEKVHRGCVIANVVSGSTGILSVIGVMLAPFTAGLSLSITAAGVGLGIASATAGIASSIVENT.... Result: 0 (the proteins do not interact). (4) Protein 1 (ENSG00000169740) has sequence MFGFPTATLLDCHGRYAQNVAFFNVMTEAHHKYDHSEATGSSSWDIQNSFRREKLEQKSPDSKTLQEDSPGVRQRVYECQECGKSFRQKGSLTLHERIHTGQKPFECTHCGKSFRAKGNLVTHQRIHTGEKPYQCKECGKSFSQRGSLAVHERLHTGQKPYECAICQRSFRNQSNLAVHRRVHSGEKPYRCDQCGKAFSQKGSLIVHIRVHTGLKPYACTQCRKSFHTRGNCILHGKIHTGETPYLCGQCGKSFTQRGSLAVHQRSCSQRLTL*. Protein 2 (ENSG00000159189) has sequence MDVGPSSLPHLGLKLLLLLLLLPLRGQANTGCYGIPGMPGLPGAPGKDGYDGLPGPKGEPGIPAIPGIRGPKGQKGEPGLPGHPGKNGPMGPPGMPGVPGPMGIPGEPGEEGRYKQKFQSVFTVTRQTHQPPAPNSLIRFNAVLTNPQGDYDTSTGKFTCKVPGLYYFVYHASHTANLCVLLYRSGVKVVTFCGHTSKTNQVNSGGVLLRLQVGEEVWLAVNDYYDMVGIQGSDSVFSGFLLFPD*. Result: 0 (the proteins do not interact). (5) Protein 1 (ENSG00000171960) has sequence MAVANSSPVNPVVFFDVSIGGQEVGRMKIELFADVVPKTAENFRQFCTGEFRKDGVPIGYKGSTFHRVIKDFMIQGGDFVNGDGTGVASIYRGPFADENFKLRHSAPGLLSMANSGPSTNGCQFFITCSKCDWLDGKHVVFGKIIDGLLVMRKIENVPTGPNNKPKLPVVISQCGEM*MIAGDSDRRKDGVPIGYKGSTFHRVIKDFMIQGGDFVNGDGTGVASIYRGPFADENFKLRHSAPGLLSMANSGPSTNGCQFFITCSKCDWLDGKHVVFGKIIDGLLVMRKIENVPTGPNNKP.... Protein 2 (ENSG00000244754) has sequence MSYGEIEGKFLGPREEVTSEPRCKKLKSTTESYVFHNHSNADFHRIQEKTGNDWVPVTIIDVRGHSYLQENKIKTTDLHRPLHDEMPGNRPDVIESIDSQVLQEARPPLVSADDEIYSTSKAFIGPIYKPPEKKKRNEGRNEAHVLNGINDRGGQKEKQKFNSEKSEIDNELFQFYKEIEELEKEKDGFENSCKESEPSQEQFVPFYEGHNNGLLKPDEEKKDLSNKAMPSHCDYQQNLGNEPDKYPCNGQVIPTFCDTSFTSFRPEWQSVYPFIVPYGPPLPSLNYHLNIQRFSGPPNP.... Result: 1 (the proteins interact).